Dataset: Catalyst prediction with 721,799 reactions and 888 catalyst types from USPTO. Task: Predict which catalyst facilitates the given reaction. (1) Reactant: C1C=CC(P(C2C=CC=CC=2)C2C=CC=CC=2)=CC=1.[CH:20]1([CH2:23][C:24]2[C:25]3[N:26]([CH:30]=[C:31]([C:33]4[CH:38]=[CH:37][C:36]([F:39])=[CH:35][C:34]=4[F:40])[N:32]=3)[CH:27]=[CH:28][N:29]=2)[CH2:22][CH2:21]1.I[C:42]1[CH:47]=[CH:46][N:45]=[C:44]([S:48][CH3:49])[N:43]=1. Product: [CH:20]1([CH2:23][C:24]2[C:25]3[N:26]([C:30]([C:42]4[CH:47]=[CH:46][N:45]=[C:44]([S:48][CH3:49])[N:43]=4)=[C:31]([C:33]4[CH:38]=[CH:37][C:36]([F:39])=[CH:35][C:34]=4[F:40])[N:32]=3)[CH:27]=[CH:28][N:29]=2)[CH2:21][CH2:22]1. The catalyst class is: 416. (2) Reactant: [CH2:1]([N:8]1C2C(=CC=CC=2)C(C2OC(C(O)=O)=CC=2)=[N:9]1)[C:2]1[CH:7]=[CH:6][CH:5]=[CH:4][CH:3]=1.[K].[F:26][C:27]1[CH:42]=[CH:41][CH:40]=[CH:39][C:28]=1[C:29]([C:31]1[O:35][C:34]([C:36]([OH:38])=O)=[CH:33][CH:32]=1)=[O:30].C(NN)C1C=CC=CC=1. Product: [CH2:1]([NH:8][N:9]=[C:36]([C:34]1[O:35][C:31]([C:29](=[O:30])[C:28]2[CH:39]=[CH:40][CH:41]=[CH:42][C:27]=2[F:26])=[CH:32][CH:33]=1)[OH:38])[C:2]1[CH:7]=[CH:6][CH:5]=[CH:4][CH:3]=1. The catalyst class is: 130. (3) The catalyst class is: 21. Reactant: [CH2:1]([O:8][C:9]([NH:11][C@H:12]([C:16]([O:18][CH2:19][CH2:20][C:21]([O:23][CH2:24]Cl)=[O:22])=[O:17])[CH:13]([CH3:15])[CH3:14])=[O:10])[C:2]1[CH:7]=[CH:6][CH:5]=[CH:4][CH:3]=1.[I-:26].[Na+]. Product: [I:26][CH2:24][O:23][C:21](=[O:22])[CH2:20][CH2:19][O:18][C:16](=[O:17])[C@H:12]([CH:13]([CH3:15])[CH3:14])[NH:11][C:9]([O:8][CH2:1][C:2]1[CH:7]=[CH:6][CH:5]=[CH:4][CH:3]=1)=[O:10].